Dataset: Reaction yield outcomes from USPTO patents with 853,638 reactions. Task: Predict the reaction yield, written as a fraction of the theoretical maximum amount of product (1.0 means a 100% yield; for example, 0.34 means a 34% yield). (1) The reactants are [CH:1]1(/[C:6](=[N:18]\[C:19]2[CH:27]=[CH:26][C:22]([C:23](O)=[O:24])=[CH:21][CH:20]=2)/[C:7]2[O:8][C:9]3[CH:16]=[CH:15][C:14]([F:17])=[CH:13][C:10]=3[C:11]=2[CH3:12])[CH2:5][CH2:4][CH2:3][CH2:2]1.Cl.[CH2:29]([O:31][C:32](=[O:36])[CH2:33][CH2:34][NH2:35])[CH3:30].O.ON1C2C=CC=CC=2N=N1.Cl.C(N=C=NCCCN(C)C)C.[Cl-].[NH4+]. The catalyst is CN(C)C=O.C(N(CC)CC)C. The product is [CH:1]1([CH:6]([NH:18][C:19]2[CH:20]=[CH:21][C:22]([C:23]([NH:35][CH2:34][CH2:33][C:32]([O:31][CH2:29][CH3:30])=[O:36])=[O:24])=[CH:26][CH:27]=2)[C:7]2[O:8][C:9]3[CH:16]=[CH:15][C:14]([F:17])=[CH:13][C:10]=3[C:11]=2[CH3:12])[CH2:2][CH2:3][CH2:4][CH2:5]1. The yield is 0.650. (2) The reactants are O=[C:2]([CH2:8][C:9](=[O:11])[CH3:10])[C:3]([O:5][CH2:6][CH3:7])=[O:4].Cl.[O:13]([NH2:15])[CH3:14]. The catalyst is C(O)C. The product is [CH3:14][O:13]/[N:15]=[C:2](\[CH2:8][C:9](=[O:11])[CH3:10])/[C:3]([O:5][CH2:6][CH3:7])=[O:4]. The yield is 0.370.